Dataset: Reaction yield outcomes from USPTO patents with 853,638 reactions. Task: Predict the reaction yield, written as a fraction of the theoretical maximum amount of product (1.0 means a 100% yield; for example, 0.34 means a 34% yield). (1) The reactants are [C:1]([C:4]1[C:9]([C:10]2[CH:15]=[CH:14][CH:13]=[C:12]([Cl:16])[CH:11]=2)=[N:8][N:7]([CH2:17][CH3:18])[C:6](=[O:19])[C:5]=1[N+:20]([O-])=O)(=[O:3])[CH3:2].N[C:24]1[CH:25]=[CH:26][CH:27]=[C:28]2[C:33]=1[N:32]=[CH:31][CH:30]=[CH:29]2. The catalyst is C(O)C. The product is [C:1]([C:4]1[C:9]([C:10]2[CH:15]=[CH:14][CH:13]=[C:12]([Cl:16])[CH:11]=2)=[N:8][N:7]([CH2:17][CH3:18])[C:6](=[O:19])[C:5]=1[NH:20][C:24]1[CH:25]=[CH:26][CH:27]=[C:28]2[C:33]=1[N:32]=[CH:31][CH:30]=[CH:29]2)(=[O:3])[CH3:2]. The yield is 0.500. (2) The reactants are C([O:8][C:9]1[N:14]=[C:13]([O:15]CC2C=CC=CC=2)[C:12]([C:23]2[S:24][CH:25]=[CH:26][CH:27]=2)=[CH:11][N:10]=1)C1C=CC=CC=1.I[Si](C)(C)C.CO. The catalyst is ClCCl. The product is [S:24]1[CH:25]=[CH:26][CH:27]=[C:23]1[C:12]1[C:13](=[O:15])[NH:14][C:9](=[O:8])[NH:10][CH:11]=1. The yield is 0.673. (3) The reactants are [F:1][C:2]([F:24])([F:23])[C:3]1[CH:4]=[C:5]([CH:20]=[CH:21][CH:22]=1)[CH2:6][O:7][N:8]=[C:9]1[CH2:14][CH2:13][N:12]([S:15]([CH:18]=[CH2:19])(=[O:17])=[O:16])[CH2:11][CH2:10]1.[NH:25]1[CH2:30][CH2:29][O:28][CH2:27][CH2:26]1. The catalyst is C(O)C. The product is [F:24][C:2]([F:1])([F:23])[C:3]1[CH:4]=[C:5]([CH:20]=[CH:21][CH:22]=1)[CH2:6][O:7][N:8]=[C:9]1[CH2:14][CH2:13][N:12]([S:15]([CH2:18][CH2:19][N:25]2[CH2:30][CH2:29][O:28][CH2:27][CH2:26]2)(=[O:16])=[O:17])[CH2:11][CH2:10]1. The yield is 1.00. (4) The reactants are [Br:1][C:2]1[CH:3]=[C:4]([NH:8][CH:9]([CH2:13][C:14]2[CH:19]=[CH:18][CH:17]=[CH:16][CH:15]=2)[C:10]([OH:12])=[O:11])[CH:5]=[CH:6][CH:7]=1.[N+](=[CH2:22])=[N-]. The catalyst is CCOCC. The product is [Br:1][C:2]1[CH:3]=[C:4]([NH:8][C@H:9]([C:10]([O:12][CH3:22])=[O:11])[CH2:13][C:14]2[CH:19]=[CH:18][CH:17]=[CH:16][CH:15]=2)[CH:5]=[CH:6][CH:7]=1. The yield is 0.890. (5) The reactants are CC(C[AlH]CC(C)C)C.C[O:11][C:12](=O)[C:13]([CH3:22])([CH3:21])[CH2:14][O:15][CH:16]1[CH2:20][CH2:19][O:18][CH2:17]1.Cl. The catalyst is ClCCl. The yield is 0.820. The product is [CH3:21][C:13]([CH3:22])([CH2:14][O:15][CH:16]1[CH2:20][CH2:19][O:18][CH2:17]1)[CH2:12][OH:11].